This data is from Peptide-MHC class I binding affinity with 185,985 pairs from IEDB/IMGT. The task is: Regression. Given a peptide amino acid sequence and an MHC pseudo amino acid sequence, predict their binding affinity value. This is MHC class I binding data. (1) The peptide sequence is RMGMGVTYL. The MHC is HLA-A02:03 with pseudo-sequence HLA-A02:03. The binding affinity (normalized) is 0.561. (2) The peptide sequence is SLGGHTVWQ. The MHC is HLA-A02:03 with pseudo-sequence HLA-A02:03. The binding affinity (normalized) is 0.0847. (3) The peptide sequence is SEYKAAGYL. The MHC is HLA-E01:01 with pseudo-sequence HLA-E01:03. The binding affinity (normalized) is 0.0847.